Dataset: Forward reaction prediction with 1.9M reactions from USPTO patents (1976-2016). Task: Predict the product of the given reaction. (1) Given the reactants C([NH:8][CH2:9][CH2:10][CH2:11][C@H:12]([NH:22][S:23]([C:26]1[C:35]2[C:30](=[CH:31][CH:32]=[CH:33][CH:34]=2)[C:29]([CH3:36])=[CH:28][CH:27]=1)(=[O:25])=[O:24])[C:13](=[O:21])[NH:14][CH:15]1[CH2:20][CH2:19][CH2:18][CH2:17][CH2:16]1)(OC(C)(C)C)=O.C(O)(C(F)(F)F)=O, predict the reaction product. The product is: [NH2:8][CH2:9][CH2:10][CH2:11][C@H:12]([NH:22][S:23]([C:26]1[C:35]2[C:30](=[CH:31][CH:32]=[CH:33][CH:34]=2)[C:29]([CH3:36])=[CH:28][CH:27]=1)(=[O:25])=[O:24])[C:13](=[O:21])[NH:14][CH:15]1[CH2:20][CH2:19][CH2:18][CH2:17][CH2:16]1. (2) Given the reactants [C:1]1(B(O)O)[CH:6]=[CH:5][CH:4]=[CH:3][CH:2]=1.Cl[C:11]1[C:20]2[C:15](=[CH:16][CH:17]=[CH:18][CH:19]=2)[CH:14]=[CH:13][N:12]=1.C1(C)C=CC=CC=1.C(=O)([O-])[O-].[Na+].[Na+], predict the reaction product. The product is: [C:1]1([C:11]2[C:20]3[C:15](=[CH:16][CH:17]=[CH:18][CH:19]=3)[CH:14]=[CH:13][N:12]=2)[CH:6]=[CH:5][CH:4]=[CH:3][CH:2]=1. (3) Given the reactants [CH2:1]([O:8][C:9]1[CH:10]=[C:11]2[C:16](=[CH:17][CH:18]=1)[C:15](=[O:19])[N:14]([CH2:20][CH:21]([CH3:23])[CH3:22])[C:13]([CH2:24]Cl)=[C:12]2[C:26]1[S:27][CH:28]=[CH:29][CH:30]=1)[C:2]1[CH:7]=[CH:6][CH:5]=[CH:4][CH:3]=1.[C:31]1(=[O:41])[NH:35][C:34](=[O:36])[C:33]2=[CH:37][CH:38]=[CH:39][CH:40]=[C:32]12.[K].O, predict the reaction product. The product is: [CH2:1]([O:8][C:9]1[CH:10]=[C:11]2[C:16](=[CH:17][CH:18]=1)[C:15](=[O:19])[N:14]([CH2:20][CH:21]([CH3:23])[CH3:22])[C:13]([CH2:24][N:35]1[C:31](=[O:41])[C:32]3[C:33](=[CH:37][CH:38]=[CH:39][CH:40]=3)[C:34]1=[O:36])=[C:12]2[C:26]1[S:27][CH:28]=[CH:29][CH:30]=1)[C:2]1[CH:7]=[CH:6][CH:5]=[CH:4][CH:3]=1. (4) Given the reactants Br[C:2]1[C:7](=[O:8])[N:6]([CH2:9][C:10]2[CH:15]=[CH:14][C:13]([C:16]3[C:17]([C:22]#[N:23])=[CH:18][CH:19]=[CH:20][CH:21]=3)=[CH:12][CH:11]=2)[C:5]([CH2:24][CH2:25][CH2:26][CH3:27])=[N:4][C:3]=1[CH2:28][CH3:29].[CH3:30][CH:31]1[CH2:35][C:34]2[CH:36]=[C:37](B(O)O)[CH:38]=[CH:39][C:33]=2[O:32]1.C(=O)([O-])[O-].[Cs+].[Cs+], predict the reaction product. The product is: [CH2:24]([C:5]1[N:6]([CH2:9][C:10]2[CH:15]=[CH:14][C:13]([C:16]3[C:17]([C:22]#[N:23])=[CH:18][CH:19]=[CH:20][CH:21]=3)=[CH:12][CH:11]=2)[C:7](=[O:8])[C:2]([C:37]2[CH:38]=[CH:39][C:33]3[O:32][CH:31]([CH3:30])[CH2:35][C:34]=3[CH:36]=2)=[C:3]([CH2:28][CH3:29])[N:4]=1)[CH2:25][CH2:26][CH3:27].